This data is from Reaction yield outcomes from USPTO patents with 853,638 reactions. The task is: Predict the reaction yield, written as a fraction of the theoretical maximum amount of product (1.0 means a 100% yield; for example, 0.34 means a 34% yield). (1) The reactants are [CH3:1][C:2]1[C:10]2[C:5](=[CH:6][C:7]([NH2:11])=[CH:8][CH:9]=2)[NH:4][N:3]=1.C([O-])(O)=O.[Na+].[F:17][C:18]1[C:19](Cl)=[N:20][C:21]([Cl:24])=[N:22][CH:23]=1. The catalyst is C1COCC1.CCO. The product is [Cl:24][C:21]1[N:22]=[C:23]([NH:11][C:7]2[CH:6]=[C:5]3[C:10]([C:2]([CH3:1])=[N:3][NH:4]3)=[CH:9][CH:8]=2)[C:18]([F:17])=[CH:19][N:20]=1. The yield is 0.890. (2) The reactants are Cl[C:2]1[C:11]2[C:6](=[CH:7][C:8]([O:14][CH3:15])=[C:9]([O:12][CH3:13])[CH:10]=2)[N:5]=[CH:4][N:3]=1.C(O[C:21](=[O:29])[NH:22][CH:23]1[CH2:28][CH2:27][NH:26][CH2:25][CH2:24]1)(C)(C)C.[N+](C1C=CC(OC(=O)[NH:41][C:42]2[CH:43]=[N:44][C:45]([N:48]3[CH2:52][CH2:51][CH2:50][CH2:49]3)=[CH:46][CH:47]=2)=CC=1)([O-])=O.Cl. No catalyst specified. The product is [CH3:13][O:12][C:9]1[CH:10]=[C:11]2[C:6](=[CH:7][C:8]=1[O:14][CH3:15])[N:5]=[CH:4][N:3]=[C:2]2[N:26]1[CH2:25][CH2:24][CH:23]([NH:22][C:21]([NH:41][C:42]2[CH:43]=[N:44][C:45]([N:48]3[CH2:52][CH2:51][CH2:50][CH2:49]3)=[CH:46][CH:47]=2)=[O:29])[CH2:28][CH2:27]1. The yield is 0.500. (3) The reactants are C(O)C.[C:4]([C:7]1[CH:8]=[CH:9][C:10]([O:30]CC2C=CC=CC=2)=[C:11]([CH:29]=1)[C:12]([NH:14][C:15]1[CH:20]=[C:19]([C:21]([F:24])([F:23])[F:22])[CH:18]=[C:17]([C:25]([F:28])([F:27])[F:26])[CH:16]=1)=[O:13])(=[O:6])[CH3:5]. The catalyst is [Pd].O1CCCC1. The product is [C:4]([C:7]1[CH:8]=[CH:9][C:10]([OH:30])=[C:11]([CH:29]=1)[C:12]([NH:14][C:15]1[CH:16]=[C:17]([C:25]([F:26])([F:27])[F:28])[CH:18]=[C:19]([C:21]([F:22])([F:23])[F:24])[CH:20]=1)=[O:13])(=[O:6])[CH3:5]. The yield is 0.470. (4) The reactants are C([N:4]1[C:8]2=[N:9][C:10](Br)=[CH:11][CH:12]=[C:7]2[C:6]([C:14]#[N:15])=[CH:5]1)(=O)C.C(N(CC)CC)C.CC(C1C=C(C(C)C)C(C2C=CC=CC=2P(C2CCCCC2)C2CCCCC2)=C(C(C)C)C=1)C.[Cl:57][C:58]1[CH:63]=[CH:62][CH:61]=[CH:60][C:59]=1B(O)O. The catalyst is O1CCOCC1. The product is [Cl:57][C:58]1[CH:63]=[CH:62][CH:61]=[CH:60][C:59]=1[C:10]1[N:9]=[C:8]2[NH:4][CH:5]=[C:6]([C:14]#[N:15])[C:7]2=[CH:12][CH:11]=1. The yield is 0.590.